Task: Predict which catalyst facilitates the given reaction.. Dataset: Catalyst prediction with 721,799 reactions and 888 catalyst types from USPTO Reactant: C(OC(=O)[NH:7][C:8]1[CH:13]=[CH:12][CH:11]=[CH:10][C:9]=1[NH:14][C:15]([C:17]1[S:21][C:20]2[CH:22]=[CH:23][C:24]([O:26][CH2:27][CH2:28][O:29][CH2:30][CH2:31][O:32][CH3:33])=[CH:25][C:19]=2[CH:18]=1)=[O:16])(C)(C)C.C(=O)(O)[O-].[Na+]. Product: [NH2:7][C:8]1[CH:13]=[CH:12][CH:11]=[CH:10][C:9]=1[NH:14][C:15]([C:17]1[S:21][C:20]2[CH:22]=[CH:23][C:24]([O:26][CH2:27][CH2:28][O:29][CH2:30][CH2:31][O:32][CH3:33])=[CH:25][C:19]=2[CH:18]=1)=[O:16]. The catalyst class is: 55.